The task is: Predict the reactants needed to synthesize the given product.. This data is from Full USPTO retrosynthesis dataset with 1.9M reactions from patents (1976-2016). (1) Given the product [CH3:20][C:14]1[CH:15]=[CH:16][CH:17]=[C:18]([CH3:19])[C:13]=1[N:11]1[CH:12]=[C:8]([C:4]2[CH:3]=[C:2]([CH:7]=[CH:6][CH:5]=2)[NH:21][C:22]2[CH:27]=[CH:26][CH:25]=[CH:24][CH:23]=2)[N:9]=[CH:10]1, predict the reactants needed to synthesize it. The reactants are: Cl[C:2]1[CH:3]=[C:4]([C:8]2[N:9]=[CH:10][N:11]([C:13]3[C:18]([CH3:19])=[CH:17][CH:16]=[CH:15][C:14]=3[CH3:20])[CH:12]=2)[CH:5]=[CH:6][CH:7]=1.[NH2:21][C:22]1[CH:27]=[CH:26][CH:25]=[CH:24][CH:23]=1.CC(C)([O-])C.[Na+].C1(P(C2CCCCC2)C2C=CC=CC=2C2C(OC)=CC=CC=2OC)CCCCC1. (2) Given the product [C:11]([C:13]1[CH:14]=[C:15]([NH:19][C:4](=[O:5])[C:3]2[CH:7]=[CH:8][CH:9]=[CH:10][C:2]=2[CH3:1])[CH:16]=[CH:17][CH:18]=1)#[CH:12], predict the reactants needed to synthesize it. The reactants are: [CH3:1][C:2]1[CH:10]=[CH:9][CH:8]=[CH:7][C:3]=1[C:4](Cl)=[O:5].[C:11]([C:13]1[CH:14]=[C:15]([NH2:19])[CH:16]=[CH:17][CH:18]=1)#[CH:12].CCN(CC)CC. (3) Given the product [F:1][C:2]([F:19])([F:20])[O:3][C:4]1[CH:5]=[CH:6][C:7]([O:8][CH:9]([CH2:15][CH3:16])[C:10]([OH:12])=[O:11])=[CH:17][CH:18]=1, predict the reactants needed to synthesize it. The reactants are: [F:1][C:2]([F:20])([F:19])[O:3][C:4]1[CH:18]=[CH:17][C:7]([O:8][CH:9]([CH2:15][CH3:16])[C:10]([O:12]CC)=[O:11])=[CH:6][CH:5]=1.O.[OH-].[Li+]. (4) Given the product [OH:8][CH2:7][CH2:6][CH2:5][CH2:4][CH2:3][CH2:2][NH:1][C:14](=[O:15])[O:13][C:10]([CH3:12])([CH3:11])[CH3:9], predict the reactants needed to synthesize it. The reactants are: [NH2:1][CH2:2][CH2:3][CH2:4][CH2:5][CH2:6][CH2:7][OH:8].[CH3:9][C:10]([O:13][C:14](O[C:14]([O:13][C:10]([CH3:12])([CH3:11])[CH3:9])=[O:15])=[O:15])([CH3:12])[CH3:11].C([O-])([O-])=O.[K+].[K+].O1CCOCC1. (5) Given the product [CH3:44][N:45]1[C:54]2[C:49](=[CH:50][N:51]=[C:52]([CH3:55])[CH:53]=2)[CH:48]=[C:47]([C:56]2[CH:57]=[C:58]([NH:63][C:64]3[N:65]=[C:6]([C:3]4([C:2]([F:10])([F:9])[F:1])[CH2:5][CH2:4]4)[O:7][N:67]=3)[CH:59]=[CH:60][C:61]=2[CH3:62])[C:46]1=[O:68], predict the reactants needed to synthesize it. The reactants are: [F:1][C:2]([F:10])([F:9])[C:3]1([C:6](O)=[O:7])[CH2:5][CH2:4]1.CCN(C(C)C)C(C)C.CN(C(ON1N=NC2C=CC=NC1=2)=[N+](C)C)C.F[P-](F)(F)(F)(F)F.[CH3:44][N:45]1[C:54]2[C:49](=[CH:50][N:51]=[C:52]([CH3:55])[CH:53]=2)[CH:48]=[C:47]([C:56]2[CH:57]=[C:58]([NH:63]/[C:64](/[NH2:67])=[N:65]/O)[CH:59]=[CH:60][C:61]=2[CH3:62])[C:46]1=[O:68].